This data is from Catalyst prediction with 721,799 reactions and 888 catalyst types from USPTO. The task is: Predict which catalyst facilitates the given reaction. (1) Reactant: [Cl:1][C:2]1[CH:25]=[C:24]([C:26]([F:29])([F:28])[F:27])[CH:23]=[CH:22][C:3]=1[CH2:4][N:5]1[C:9](/[CH:10]=[CH:11]/[C:12](O)=[O:13])=[CH:8][C:7]([O:15][CH:16]2[CH2:21][CH2:20][O:19][CH2:18][CH2:17]2)=[N:6]1.[CH3:30][CH:31]([CH3:38])[CH2:32][CH2:33][S:34]([NH2:37])(=[O:36])=[O:35].N12CCCN=C1CCCCC2.Cl. Product: [Cl:1][C:2]1[CH:25]=[C:24]([C:26]([F:29])([F:27])[F:28])[CH:23]=[CH:22][C:3]=1[CH2:4][N:5]1[C:9](/[CH:10]=[CH:11]/[C:12]([NH:37][S:34]([CH2:33][CH2:32][CH:31]([CH3:38])[CH3:30])(=[O:36])=[O:35])=[O:13])=[CH:8][C:7]([O:15][CH:16]2[CH2:21][CH2:20][O:19][CH2:18][CH2:17]2)=[N:6]1. The catalyst class is: 35. (2) Reactant: [Cl:1][C:2]([Cl:20])([Cl:19])[C:3]([N:5]1[CH2:10][CH2:9][CH:8]([C:11]2[CH:16]=[CH:15][CH:14]=[CH:13][C:12]=2[O:17][CH3:18])[CH2:7][CH2:6]1)=[O:4].[Cl:21][S:22](O)(=[O:24])=[O:23]. Product: [CH3:18][O:17][C:12]1[CH:13]=[CH:14][C:15]([S:22]([Cl:21])(=[O:24])=[O:23])=[CH:16][C:11]=1[CH:8]1[CH2:9][CH2:10][N:5]([C:3](=[O:4])[C:2]([Cl:1])([Cl:19])[Cl:20])[CH2:6][CH2:7]1. The catalyst class is: 4. (3) Product: [CH2:7]([O:9][C:10](=[O:43])[CH2:11][CH2:12][C:13]1[N:14]([C:33]2[CH:34]=[CH:35][C:36]([O:39][CH:40]([CH3:42])[CH3:41])=[CH:37][CH:38]=2)[C:15]2[C:20]([CH:21]=1)=[CH:19][C:18]([C:23]1[CH:28]=[CH:27][C:26]([C:29]([F:30])([F:32])[F:31])=[CH:25][N:24]=1)=[CH:17][CH:16]=2)[CH3:8]. The catalyst class is: 50. Reactant: C1CCCCC=1.[CH2:7]([O:9][C:10](=[O:43])[CH:11]=[CH:12][C:13]1[N:14]([C:33]2[CH:38]=[CH:37][C:36]([O:39][CH:40]([CH3:42])[CH3:41])=[CH:35][CH:34]=2)[C:15]2[C:20]([C:21]=1Cl)=[CH:19][C:18]([C:23]1[CH:28]=[CH:27][C:26]([C:29]([F:32])([F:31])[F:30])=[CH:25][N:24]=1)=[CH:17][CH:16]=2)[CH3:8]. (4) Reactant: Cl.[C:2](=[NH:12])(OCC)[C:3]1[CH:8]=[CH:7][CH:6]=[CH:5][CH:4]=1.[O-]CC.[Na+].[C:17]([NH:20][NH2:21])(=O)[CH3:18]. Product: [CH3:18][C:17]1[NH:20][N:21]=[C:2]([C:3]2[CH:8]=[CH:7][CH:6]=[CH:5][CH:4]=2)[N:12]=1. The catalyst class is: 14. (5) Reactant: [Cl:1][C:2]1[CH:3]=[C:4]2[C:8](=[C:9]([C:11]([OH:13])=O)[CH:10]=1)[NH:7][CH:6]=[CH:5]2.[CH2:14]([O:21][C:22]1[CH:23]=[C:24]([CH2:28][CH2:29][NH:30][CH2:31][C:32]2[CH:37]=[CH:36][C:35]([C:38]([CH3:41])([CH3:40])[CH3:39])=[CH:34][CH:33]=2)[CH:25]=[CH:26][CH:27]=1)[C:15]1[CH:20]=[CH:19][CH:18]=[CH:17][CH:16]=1.CN1CCOCC1.CN(C(ON1N=NC2C=CC=CC1=2)=[N+](C)C)C.[B-](F)(F)(F)F. Product: [CH2:14]([O:21][C:22]1[CH:23]=[C:24]([CH2:28][CH2:29][N:30]([CH2:31][C:32]2[CH:37]=[CH:36][C:35]([C:38]([CH3:41])([CH3:40])[CH3:39])=[CH:34][CH:33]=2)[C:11]([C:9]2[CH:10]=[C:2]([Cl:1])[CH:3]=[C:4]3[C:8]=2[NH:7][CH:6]=[CH:5]3)=[O:13])[CH:25]=[CH:26][CH:27]=1)[C:15]1[CH:16]=[CH:17][CH:18]=[CH:19][CH:20]=1. The catalyst class is: 18. (6) Reactant: [Cl:1][C:2]1[CH:3]=[C:4]([C:9](=[O:21])[C:10]2[CH:15]=[CH:14][C:13]([S:16]C(Cl)(Cl)Cl)=[CH:12][CH:11]=2)[CH:5]=[C:6]([Cl:8])[CH:7]=1. Product: [Cl:1][C:2]1[CH:3]=[C:4]([C:9](=[O:21])[C:10]2[CH:11]=[CH:12][C:13]([SH:16])=[CH:14][CH:15]=2)[CH:5]=[C:6]([Cl:8])[CH:7]=1. The catalyst class is: 5. (7) Reactant: [Cl:1][C:2]1[CH:3]=[C:4]([N:10]2[C:14]([CH3:15])=[C:13]([CH2:16][C:17]3[CH:22]=[CH:21][C:20]([C:23]4[O:27][C:26]([C:28]([O:30]C)=O)=[N:25][N:24]=4)=[CH:19][CH:18]=3)[C:12]([CH3:32])=[N:11]2)[CH:5]=[CH:6][C:7]=1[C:8]#[N:9].[CH3:33][NH:34][CH3:35].C1COCC1.CN(C=O)C. Product: [Cl:1][C:2]1[CH:3]=[C:4]([N:10]2[C:14]([CH3:15])=[C:13]([CH2:16][C:17]3[CH:18]=[CH:19][C:20]([C:23]4[O:27][C:26]([C:28]([N:34]([CH3:35])[CH3:33])=[O:30])=[N:25][N:24]=4)=[CH:21][CH:22]=3)[C:12]([CH3:32])=[N:11]2)[CH:5]=[CH:6][C:7]=1[C:8]#[N:9]. The catalyst class is: 1. (8) Reactant: [F:1][C:2]([F:32])([F:31])[C:3]1[CH:8]=[CH:7][C:6]([C:9]2[C:10]([C:15]([NH:17][C:18]3[CH:27]=[C:26]4[C:21]([CH:22]=[C:23]([C:28]([OH:30])=O)[CH:24]=[N:25]4)=[CH:20][CH:19]=3)=[O:16])=[CH:11][CH:12]=[CH:13][CH:14]=2)=[CH:5][CH:4]=1.[NH2:33][C:34]([C:37]1[CH:42]=[CH:41][CH:40]=[CH:39][N:38]=1)([CH3:36])[CH3:35].Cl.CN(C)CCCN=C=NCC.ON1C2C=CC=CC=2N=N1.C(N(CC)CC)C. Product: [CH3:35][C:34]([NH:33][C:28]([C:23]1[CH:24]=[N:25][C:26]2[C:21]([CH:22]=1)=[CH:20][CH:19]=[C:18]([NH:17][C:15]([C:10]1[C:9]([C:6]3[CH:5]=[CH:4][C:3]([C:2]([F:31])([F:1])[F:32])=[CH:8][CH:7]=3)=[CH:14][CH:13]=[CH:12][CH:11]=1)=[O:16])[CH:27]=2)=[O:30])([C:37]1[CH:42]=[CH:41][CH:40]=[CH:39][N:38]=1)[CH3:36]. The catalyst class is: 4. (9) The catalyst class is: 12. Reactant: [CH2:1]([O:3][C:4](=[O:31])[CH:5]=[CH:6][CH:7]([NH:15][C:16](=[O:30])[CH:17]([NH:22]C(OC(C)(C)C)=O)[CH2:18][CH:19]([CH3:21])[CH3:20])[CH2:8][CH:9]1[CH2:13][CH2:12][NH:11][C:10]1=[O:14])[CH3:2].[ClH:32]. Product: [ClH:32].[CH2:1]([O:3][C:4](=[O:31])[CH:5]=[CH:6][CH:7]([NH:15][C:16](=[O:30])[CH:17]([NH2:22])[CH2:18][CH:19]([CH3:21])[CH3:20])[CH2:8][CH:9]1[CH2:13][CH2:12][NH:11][C:10]1=[O:14])[CH3:2].